Dataset: Full USPTO retrosynthesis dataset with 1.9M reactions from patents (1976-2016). Task: Predict the reactants needed to synthesize the given product. (1) Given the product [CH2:1]([NH:8][C:9]1[N:17]=[CH:16][N:15]=[C:14]2[C:10]=1[N:11]=[C:12]([C:31]#[N:32])[N:13]2[C@@H:18]1[O:24][C@H:23]([CH2:25][OH:26])[C@@H:21]([OH:22])[C@H:19]1[OH:20])[C:2]1[CH:7]=[CH:6][CH:5]=[CH:4][CH:3]=1, predict the reactants needed to synthesize it. The reactants are: [CH2:1]([NH:8][C:9]1[N:17]=[CH:16][N:15]=[C:14]2[C:10]=1[N:11]=[C:12](S(C)(=O)=O)[N:13]2[C@@H:18]1[O:24][C@H:23]([CH2:25][OH:26])[C@@H:21]([OH:22])[C@H:19]1[OH:20])[C:2]1[CH:7]=[CH:6][CH:5]=[CH:4][CH:3]=1.[C-:31]#[N:32].[K+]. (2) Given the product [C:1]([O:5][C:6]([NH:8][C@H:9]([C:23]([O:25][CH3:26])=[O:24])[CH2:10][C:11]1[CH:16]=[CH:15][C:14]([O:17][C@H:18]2[CH2:21][C@H:20]([O:22][S:39]([C:36]3[CH:37]=[CH:38][C:33]([CH3:53])=[CH:34][CH:35]=3)(=[O:41])=[O:40])[CH2:19]2)=[CH:13][CH:12]=1)=[O:7])([CH3:3])([CH3:4])[CH3:2], predict the reactants needed to synthesize it. The reactants are: [C:1]([O:5][C:6]([NH:8][C@H:9]([C:23]([O:25][CH3:26])=[O:24])[CH2:10][C:11]1[CH:16]=[CH:15][C:14]([O:17][C@H:18]2[CH2:21][C@H:20]([OH:22])[CH2:19]2)=[CH:13][CH:12]=1)=[O:7])([CH3:4])([CH3:3])[CH3:2].N1C=CC=CC=1.[C:33]1([CH3:53])[CH:38]=[CH:37][C:36]([S:39](O[S:39]([C:36]2[CH:37]=[CH:38][C:33]([CH3:53])=[CH:34][CH:35]=2)(=[O:41])=[O:40])(=[O:41])=[O:40])=[CH:35][CH:34]=1.